From a dataset of Forward reaction prediction with 1.9M reactions from USPTO patents (1976-2016). Predict the product of the given reaction. (1) Given the reactants Cl.[F:2][C:3]1[CH:4]=[C:5]([CH:15]=[CH:16][C:17]=1[N:18]1[CH:22]=[C:21]([CH3:23])[CH:20]=[N:19]1)[O:6][CH2:7][CH:8]1[CH:13]([NH2:14])[CH2:12][CH2:11][O:10][CH2:9]1.[CH2:24]([S:26](Cl)(=[O:28])=[O:27])[CH3:25].CO, predict the reaction product. The product is: [F:2][C:3]1[CH:4]=[C:5]([CH:15]=[CH:16][C:17]=1[N:18]1[CH:22]=[C:21]([CH3:23])[CH:20]=[N:19]1)[O:6][CH2:7][CH:8]1[CH:13]([NH:14][S:26]([CH2:24][CH3:25])(=[O:28])=[O:27])[CH2:12][CH2:11][O:10][CH2:9]1. (2) Given the reactants [O:1]([C:8]1[C:21](=[O:22])[N:20]([CH3:23])[C:11]2[N:12]=[C:13](S(C)(=O)=O)[N:14]=[CH:15][C:10]=2[CH:9]=1)[C:2]1[CH:7]=[CH:6][CH:5]=[CH:4][CH:3]=1.[NH2:24][C:25]1[CH:30]=[CH:29][C:28]([CH2:31][CH2:32][OH:33])=[CH:27][CH:26]=1.CO, predict the reaction product. The product is: [OH:33][CH2:32][CH2:31][C:28]1[CH:29]=[CH:30][C:25]([NH:24][C:13]2[N:14]=[CH:15][C:10]3[CH:9]=[C:8]([O:1][C:2]4[CH:7]=[CH:6][CH:5]=[CH:4][CH:3]=4)[C:21](=[O:22])[N:20]([CH3:23])[C:11]=3[N:12]=2)=[CH:26][CH:27]=1. (3) Given the reactants C[O:2][C:3](=[O:40])[C@H:4]([NH:12][C:13](=[O:39])[C:14]1[CH:19]=[CH:18][C:17]([C:20]2[N:21]([CH3:38])[N:22]=[C:23]([CH3:37])[C:24]=2[NH:25][C:26]([O:28][C@@H:29]([C:31]2[CH:36]=[CH:35][CH:34]=[CH:33][CH:32]=2)[CH3:30])=[O:27])=[CH:16][CH:15]=1)[CH2:5][C:6]1[CH:11]=[CH:10][CH:9]=[CH:8][CH:7]=1.[OH-].[Li+].Cl, predict the reaction product. The product is: [CH3:38][N:21]1[C:20]([C:17]2[CH:18]=[CH:19][C:14]([C:13]([NH:12][C@H:4]([CH2:5][C:6]3[CH:11]=[CH:10][CH:9]=[CH:8][CH:7]=3)[C:3]([OH:40])=[O:2])=[O:39])=[CH:15][CH:16]=2)=[C:24]([NH:25][C:26]([O:28][C@@H:29]([C:31]2[CH:32]=[CH:33][CH:34]=[CH:35][CH:36]=2)[CH3:30])=[O:27])[C:23]([CH3:37])=[N:22]1. (4) Given the reactants [H-].[Na+].[Br:3][C:4]1[CH:9]=[CH:8][C:7]([N+:10]([O-:12])=[O:11])=[CH:6][C:5]=1[NH:13][C:14](=[O:16])[CH3:15].Cl[CH2:18][C:19]([CH3:21])=[CH2:20], predict the reaction product. The product is: [Br:3][C:4]1[CH:9]=[CH:8][C:7]([N+:10]([O-:12])=[O:11])=[CH:6][C:5]=1[N:13]([CH2:20][C:19]([CH3:21])=[CH2:18])[C:14](=[O:16])[CH3:15]. (5) Given the reactants [O:1]1[C:5]2[CH:6]=[CH:7][C:8]([CH2:10][N:11]3[CH2:16][CH2:15][CH:14]([NH2:17])[CH2:13][CH2:12]3)=[CH:9][C:4]=2[O:3][CH2:2]1.[F:18][CH:19]([F:35])[O:20][C:21]1[CH:30]=[C:29]2[C:24]([C:25](=[O:34])[CH:26]=[C:27]([C:31](O)=[O:32])[O:28]2)=[CH:23][CH:22]=1, predict the reaction product. The product is: [O:1]1[C:5]2[CH:6]=[CH:7][C:8]([CH2:10][N:11]3[CH2:16][CH2:15][CH:14]([NH:17][C:31]([C:27]4[O:28][C:29]5[C:24]([C:25](=[O:34])[CH:26]=4)=[CH:23][CH:22]=[C:21]([O:20][CH:19]([F:35])[F:18])[CH:30]=5)=[O:32])[CH2:13][CH2:12]3)=[CH:9][C:4]=2[O:3][CH2:2]1. (6) Given the reactants [CH2:1]([N:8]([CH2:30][CH:31]1[CH2:35][CH2:34][CH2:33][CH2:32]1)[C@@H:9]1[CH2:14][CH2:13][C@@H:12]([CH2:15][C:16]([O:18]C)=[O:17])[CH2:11][C@H:10]1[C:20]1[CH:25]=[CH:24][C:23]([C:26]([F:29])([F:28])[F:27])=[CH:22][CH:21]=1)[C:2]1[CH:7]=[CH:6][CH:5]=[CH:4][CH:3]=1.[OH-].[Na+].Cl, predict the reaction product. The product is: [CH2:1]([N:8]([CH2:30][CH:31]1[CH2:35][CH2:34][CH2:33][CH2:32]1)[C@@H:9]1[CH2:14][CH2:13][C@@H:12]([CH2:15][C:16]([OH:18])=[O:17])[CH2:11][C@H:10]1[C:20]1[CH:25]=[CH:24][C:23]([C:26]([F:27])([F:28])[F:29])=[CH:22][CH:21]=1)[C:2]1[CH:3]=[CH:4][CH:5]=[CH:6][CH:7]=1. (7) Given the reactants CO[C:3]([C:5]1[CH:9]=[C:8]([O:10][CH2:11][C:12]2[C:13]([C:18]3[CH:23]=[CH:22][C:21]([F:24])=[CH:20][N:19]=3)=[N:14][O:15][C:16]=2[CH3:17])[N:7]([CH3:25])[N:6]=1)=[O:4].C[O:27][C:28]([C:30]1[CH:34]=C(OCC2C(C3C=CC=CN=3)=NOC=2C)N(C)[N:31]=1)=O, predict the reaction product. The product is: [OH:27][CH2:28][C@@H:30]([NH:31][C:3]([C:5]1[CH:9]=[C:8]([O:10][CH2:11][C:12]2[C:13]([C:18]3[CH:23]=[CH:22][C:21]([F:24])=[CH:20][N:19]=3)=[N:14][O:15][C:16]=2[CH3:17])[N:7]([CH3:25])[N:6]=1)=[O:4])[CH3:34]. (8) The product is: [F:1][C:2]1[CH:3]=[CH:4][C:5]2[S:9][C:8]([CH:10]([CH2:28][CH2:29][CH2:30][CH3:31])[CH2:11][CH2:12][O:13][C:14]3[CH:19]=[CH:18][C:17]([O:20][CH2:21][C:22]([OH:24])=[O:23])=[C:16]([CH3:27])[CH:15]=3)=[C:7]([CH3:32])[C:6]=2[CH:33]=1. Given the reactants [F:1][C:2]1[CH:3]=[CH:4][C:5]2[S:9][C:8]([CH:10]([CH2:28][CH2:29][CH2:30][CH3:31])[CH2:11][CH2:12][O:13][C:14]3[CH:19]=[CH:18][C:17]([O:20][CH2:21][C:22]([O:24]CC)=[O:23])=[C:16]([CH3:27])[CH:15]=3)=[C:7]([CH3:32])[C:6]=2[CH:33]=1.[OH-].[Na+], predict the reaction product. (9) The product is: [C:2]([O:6][CH2:7][CH2:8][N:9]([CH3:14])[C:10](=[N:24][C:25]1[CH:33]=[C:32]2[C:28]([CH2:29][C@@H:30]([OH:49])[C@@H:31]2[NH:34][C:35]([C:37]2[CH:42]=[CH:41][C:40]([C:43]3[CH:44]=[CH:45][CH:46]=[CH:47][CH:48]=3)=[CH:39][CH:38]=2)=[O:36])=[CH:27][CH:26]=1)[CH3:11])([CH3:5])([CH3:4])[CH3:3]. Given the reactants I.[C:2]([O:6][CH2:7][CH2:8][N:9]([CH3:14])[CH:10](SC)[CH3:11])([CH3:5])([CH3:4])[CH3:3].Cl.C(OCCN)(C)(C)C.[NH2:24][C:25]1[CH:33]=[C:32]2[C:28]([CH2:29][C@@H:30]([OH:49])[C@@H:31]2[NH:34][C:35]([C:37]2[CH:42]=[CH:41][C:40]([C:43]3[CH:48]=[CH:47][CH:46]=[CH:45][CH:44]=3)=[CH:39][CH:38]=2)=[O:36])=[CH:27][CH:26]=1, predict the reaction product.